Dataset: Full USPTO retrosynthesis dataset with 1.9M reactions from patents (1976-2016). Task: Predict the reactants needed to synthesize the given product. (1) The reactants are: [CH:1]1([S:4]([NH:7][C:8](=[O:14])[O:9][C:10]([CH3:13])([CH3:12])[CH3:11])(=[O:6])=[O:5])[CH2:3][CH2:2]1.C([Li])CCC.Br[CH2:21][CH2:22][CH2:23][CH2:24][CH2:25][CH:26]=[CH2:27]. Given the product [CH2:27]([C:1]1([S:4]([NH:7][C:8](=[O:14])[O:9][C:10]([CH3:11])([CH3:13])[CH3:12])(=[O:6])=[O:5])[CH2:2][CH2:3]1)[CH2:26][CH2:25][CH2:24][CH2:23][CH:22]=[CH2:21], predict the reactants needed to synthesize it. (2) Given the product [Cl:39][C:36]1[CH:37]=[CH:38][C:33]([O:23][C:20]2[CH:21]=[CH:22][C:17]([C:16]3[C:11]([NH2:10])=[N:12][CH:13]=[CH:14][CH:15]=3)=[CH:18][CH:19]=2)=[CH:34][C:35]=1[O:40][CH3:41], predict the reactants needed to synthesize it. The reactants are: N1C=CC=CC=1C(O)=O.[NH2:10][C:11]1[C:16]([C:17]2[CH:22]=[CH:21][C:20]([OH:23])=[CH:19][CH:18]=2)=[CH:15][CH:14]=[CH:13][N:12]=1.P([O-])([O-])([O-])=O.[K+].[K+].[K+].Br[C:33]1[CH:38]=[CH:37][C:36]([Cl:39])=[C:35]([O:40][CH3:41])[CH:34]=1. (3) Given the product [CH3:1][O:2][C:3]1[CH:8]=[CH:7][CH:6]=[CH:5][C:4]=1[CH:9]([N:23]1[CH2:24][CH2:25][O:26][CH2:27][CH2:28]1)[CH2:10][NH:11][C:12]1[C:13]2[N:14]([CH:20]=[CH:21][CH:22]=2)[N:15]=[CH:16][C:17]=1[C:18]([NH2:19])=[O:30], predict the reactants needed to synthesize it. The reactants are: [CH3:1][O:2][C:3]1[CH:8]=[CH:7][CH:6]=[CH:5][C:4]=1[CH:9]([N:23]1[CH2:28][CH2:27][O:26][CH2:25][CH2:24]1)[CH2:10][NH:11][C:12]1[C:13]2[N:14]([CH:20]=[CH:21][CH:22]=2)[N:15]=[CH:16][C:17]=1[C:18]#[N:19].[NH4+].[OH-:30].OO. (4) Given the product [C:25]([CH2:24][C:11]1([N:4]2[CH:5]=[C:6]([C:7]([O:9][CH3:10])=[O:8])[C:2]([NH:1][C:36]3[CH:41]=[CH:40][CH:39]=[CH:38][CH:37]=3)=[N:3]2)[CH2:12][CH2:13][N:14]([C:17]([O:19][C:20]([CH3:22])([CH3:21])[CH3:23])=[O:18])[CH2:15][CH2:16]1)#[N:26], predict the reactants needed to synthesize it. The reactants are: [NH2:1][C:2]1[C:6]([C:7]([O:9][CH3:10])=[O:8])=[CH:5][N:4]([C:11]2([CH2:24][C:25]#[N:26])[CH2:16][CH2:15][N:14]([C:17]([O:19][C:20]([CH3:23])([CH3:22])[CH3:21])=[O:18])[CH2:13][CH2:12]2)[N:3]=1.[O-]P([O-])([O-])=O.[K+].[K+].[K+].Br[C:36]1[CH:41]=[CH:40][CH:39]=[CH:38][CH:37]=1.CC(C1C=C(C(C)C)C(C2C=CC=CC=2P(C2CCCCC2)C2CCCCC2)=C(C(C)C)C=1)C. (5) Given the product [F:18][C:19]1[CH:24]=[CH:23][CH:22]=[CH:21][C:20]=1[C:2]1[CH:3]=[C:4]([CH:16]=[O:17])[S:5][C:6]=1[S:7]([C:10]1[CH:15]=[CH:14][CH:13]=[CH:12][CH:11]=1)(=[O:9])=[O:8], predict the reactants needed to synthesize it. The reactants are: Br[C:2]1[CH:3]=[C:4]([CH:16]=[O:17])[S:5][C:6]=1[S:7]([C:10]1[CH:15]=[CH:14][CH:13]=[CH:12][CH:11]=1)(=[O:9])=[O:8].[F:18][C:19]1[CH:24]=[CH:23][CH:22]=[CH:21][C:20]=1B(O)O.C(=O)([O-])[O-].[Na+].[Na+].COCCOC.